This data is from Catalyst prediction with 721,799 reactions and 888 catalyst types from USPTO. The task is: Predict which catalyst facilitates the given reaction. (1) Reactant: CC1(C)C2C(=C(P(C3C=CC=CC=3)C3C=CC=CC=3)C=CC=2)OC2C(P(C3C=CC=CC=3)C3C=CC=CC=3)=CC=CC1=2.Br[C:44]1[CH:49]=[CH:48][CH:47]=[CH:46][CH:45]=1.[O:50]1[CH:55]([C:56]([O:58][CH2:59][CH3:60])=[O:57])[CH2:54][NH:53][C:52]2[CH:61]=[CH:62][CH:63]=[CH:64][C:51]1=2.C(=O)([O-])[O-].[Cs+].[Cs+]. Product: [C:44]1([N:53]2[CH2:54][CH:55]([C:56]([O:58][CH2:59][CH3:60])=[O:57])[O:50][C:51]3[CH:64]=[CH:63][CH:62]=[CH:61][C:52]2=3)[CH:49]=[CH:48][CH:47]=[CH:46][CH:45]=1. The catalyst class is: 333. (2) Reactant: [NH2:1][CH2:2][C:3]1[CH:4]=[C:5]2[C:10](=[CH:11][CH:12]=1)[CH2:9][CH:8]([NH:13][C:14]([C:16]1[CH:21]=[CH:20][C:19]([C:22]3[CH:27]=[CH:26][C:25]([F:28])=[CH:24][CH:23]=3)=[CH:18][CH:17]=1)=[O:15])[CH2:7][CH2:6]2.Br[C:30](Br)([CH2:33][CH3:34])[CH2:31][CH3:32].C([O-])([O-])=O.[K+].[K+]. Product: [N:1]1([CH2:2][C:3]2[CH:4]=[C:5]3[C:10](=[CH:11][CH:12]=2)[CH2:9][CH:8]([NH:13][C:14]([C:16]2[CH:21]=[CH:20][C:19]([C:22]4[CH:23]=[CH:24][C:25]([F:28])=[CH:26][CH:27]=4)=[CH:18][CH:17]=2)=[O:15])[CH2:7][CH2:6]3)[CH2:34][CH2:33][CH2:30][CH2:31][CH2:32]1. The catalyst class is: 3.